Dataset: Full USPTO retrosynthesis dataset with 1.9M reactions from patents (1976-2016). Task: Predict the reactants needed to synthesize the given product. Given the product [CH:1]1([C:6]2[C:7]([O:22][CH2:39][C:38]3[N:34]([CH3:33])[N:35]=[CH:36][N:37]=3)=[N:8][N:9]3[C:14]=2[C:13]([CH3:15])=[N:12][N:11]=[C:10]3[C:16]2[CH:21]=[CH:20][CH:19]=[CH:18][CH:17]=2)[CH2:5][CH2:4][CH2:3][CH2:2]1, predict the reactants needed to synthesize it. The reactants are: [CH:1]1([C:6]2[C:7]([O:22]S(C3C=CC(C)=CC=3)(=O)=O)=[N:8][N:9]3[C:14]=2[C:13]([CH3:15])=[N:12][N:11]=[C:10]3[C:16]2[CH:21]=[CH:20][CH:19]=[CH:18][CH:17]=2)[CH2:5][CH2:4][CH2:3][CH2:2]1.[CH3:33][N:34]1[C:38]([CH2:39]O)=[N:37][CH:36]=[N:35]1.[H-].[Na+].O.